This data is from Full USPTO retrosynthesis dataset with 1.9M reactions from patents (1976-2016). The task is: Predict the reactants needed to synthesize the given product. (1) Given the product [C:1]([O:5][C:6]([N:8]1[CH2:13][CH2:12][N:11]2[C:14]([C:17](=[O:22])[NH:25][CH3:24])=[CH:15][CH:16]=[C:10]2[CH:9]1[CH3:23])=[O:7])([CH3:3])([CH3:4])[CH3:2], predict the reactants needed to synthesize it. The reactants are: [C:1]([O:5][C:6]([N:8]1[CH2:13][CH2:12][N:11]2[C:14]([C:17](=[O:22])C(Cl)(Cl)Cl)=[CH:15][CH:16]=[C:10]2[CH:9]1[CH3:23])=[O:7])([CH3:4])([CH3:3])[CH3:2].[CH3:24][NH2:25]. (2) Given the product [CH3:3][CH:2]([O:4][C:5]1[CH:6]=[C:7]([O:19][C:20]2[CH:21]=[CH:22][C:23]([C:24]([OH:26])=[O:25])=[CH:29][CH:30]=2)[CH:8]=[C:9]([C:11]([NH:13][C:14]2[S:15][CH:16]=[CH:17][N:18]=2)=[O:12])[CH:10]=1)[CH3:1], predict the reactants needed to synthesize it. The reactants are: [CH3:1][CH:2]([O:4][C:5]1[CH:6]=[C:7]([O:19][C:20]2[CH:30]=[CH:29][C:23]([C:24]([O:26]CC)=[O:25])=[CH:22][CH:21]=2)[CH:8]=[C:9]([C:11]([NH:13][C:14]2[S:15][CH:16]=[CH:17][N:18]=2)=[O:12])[CH:10]=1)[CH3:3].O.[OH-].[Li+]. (3) Given the product [N+:1]([C:4]1[CH:11]=[N:10][CH:9]=[CH:8][C:5]=1[CH:6]1[CH2:17][C:16](=[O:18])[CH:15]=[CH:14][O:7]1)([O-:3])=[O:2], predict the reactants needed to synthesize it. The reactants are: [N+:1]([C:4]1[CH:11]=[N:10][CH:9]=[CH:8][C:5]=1[CH:6]=[O:7])([O-:3])=[O:2].CO/[CH:14]=[CH:15]/[C:16]([O:18][Si](C)(C)C)=[CH2:17]. (4) The reactants are: [CH3:1][C@@H:2]1[C@@H:7]([O:8][C:9](=[O:14])[C:10]([CH3:13])([CH3:12])[CH3:11])[CH2:6][CH2:5][NH:4][CH2:3]1.[CH3:15][C@@H:16]1[CH2:18][O:17]1. Given the product [OH:17][C@H:16]([CH3:18])[CH2:15][N:4]1[CH2:5][CH2:6][C@H:7]([O:8][C:9](=[O:14])[C:10]([CH3:13])([CH3:12])[CH3:11])[C@@H:2]([CH3:1])[CH2:3]1, predict the reactants needed to synthesize it.